Dataset: Forward reaction prediction with 1.9M reactions from USPTO patents (1976-2016). Task: Predict the product of the given reaction. (1) Given the reactants [Br:1][C:2]1[CH:3]=[C:4]([C:8]2[CH:13]=[CH:12][C:11]([C:14]([NH2:17])([CH3:16])[CH3:15])=[CH:10][CH:9]=2)[CH:5]=[N:6][CH:7]=1.[H-].[Na+].Br[CH2:21][CH2:22][OH:23].[OH-].[Na+], predict the reaction product. The product is: [Br:1][C:2]1[CH:3]=[C:4]([C:8]2[CH:13]=[CH:12][C:11]([C:14]([NH:17][CH2:21][CH2:22][OH:23])([CH3:15])[CH3:16])=[CH:10][CH:9]=2)[CH:5]=[N:6][CH:7]=1. (2) Given the reactants C([N:8]1[CH2:13][CH2:12][N:11]([C:14]2[CH:19]=[CH:18][CH:17]=[CH:16][C:15]=2[OH:20])[CH2:10][CH2:9]1)(OC(C)(C)C)=O.Cl.[CH3:22][N:23]([CH3:27])[CH2:24][CH2:25]Cl.C([O-])([O-])=O.[K+].[K+].C1OCCOCCOCCOCCOCCOC1, predict the reaction product. The product is: [CH3:22][N:23]([CH3:27])[CH2:24][CH2:25][O:20][C:15]1[CH:16]=[CH:17][CH:18]=[CH:19][C:14]=1[N:11]1[CH2:10][CH2:9][NH:8][CH2:13][CH2:12]1. (3) Given the reactants [CH3:1][O:2][C:3]1[CH:4]=[CH:5][C:6]2[CH2:12][C:11](=[O:13])[CH2:10][CH2:9][CH2:8][C:7]=2[CH:14]=1.[CH3:15][C:16]([O-])(C)C.[K+].C(I)C, predict the reaction product. The product is: [CH2:15]([CH:12]1[C:6]2[CH:5]=[CH:4][C:3]([O:2][CH3:1])=[CH:14][C:7]=2[CH2:8][CH2:9][CH2:10][C:11]1=[O:13])[CH3:16]. (4) Given the reactants Br[C:2]1[CH:20]=[CH:19][C:5]2[N:6]([CH2:14][CH2:15][N:16]([CH3:18])[CH3:17])[C:7]([CH2:9][C:10]([CH3:13])([CH3:12])[CH3:11])=[N:8][C:4]=2[CH:3]=1.[SH:21][CH2:22][CH:23]1[CH2:28][CH2:27][N:26]([C:29]([O:31][C:32]([CH3:35])([CH3:34])[CH3:33])=[O:30])[CH2:25][CH2:24]1.C1(P(C2C=CC=CC=2)C2C3OC4C(=CC=CC=4P(C4C=CC=CC=4)C4C=CC=CC=4)C(C)(C)C=3C=CC=2)C=CC=CC=1.C(N(CC)C(C)C)(C)C, predict the reaction product. The product is: [CH3:17][N:16]([CH3:18])[CH2:15][CH2:14][N:6]1[C:5]2[CH:19]=[CH:20][C:2]([S:21][CH2:22][CH:23]3[CH2:28][CH2:27][N:26]([C:29]([O:31][C:32]([CH3:35])([CH3:34])[CH3:33])=[O:30])[CH2:25][CH2:24]3)=[CH:3][C:4]=2[N:8]=[C:7]1[CH2:9][C:10]([CH3:13])([CH3:12])[CH3:11]. (5) Given the reactants N#N.[CH3:3][C:4]1([C:9]2[N:10]=[C:11]([CH2:14][N:15]3[N:19]=[C:18]([N+:20]([O-:22])=[O:21])[CH:17]=[N:16]3)[S:12][CH:13]=2)OCC[O:5]1.Cl.[OH-].[Na+], predict the reaction product. The product is: [N+:20]([C:18]1[CH:17]=[N:16][N:15]([CH2:14][C:11]2[S:12][CH:13]=[C:9]([C:4](=[O:5])[CH3:3])[N:10]=2)[N:19]=1)([O-:22])=[O:21]. (6) Given the reactants [C:1]([C:9]1[C:10]([O:19][CH:20]([CH3:28])[CH2:21][CH2:22]OS(C)(=O)=O)=[CH:11][C:12]2[C:17]([CH:18]=1)=[CH:16][CH:15]=[CH:14][CH:13]=2)(=[O:8])[C:2]1[CH:7]=[CH:6][CH:5]=[CH:4][CH:3]=1.C([O:31][C:32](=[O:43])[CH2:33][O:34][C:35]1[CH:40]=[CH:39][C:38]([SH:41])=[CH:37][C:36]=1[CH3:42])C, predict the reaction product. The product is: [C:1]([C:9]1[C:10]([O:19][CH:20]([CH3:28])[CH2:21][CH2:22][S:41][C:38]2[CH:39]=[CH:40][C:35]([O:34][CH2:33][C:32]([OH:31])=[O:43])=[C:36]([CH3:42])[CH:37]=2)=[CH:11][C:12]2[C:17]([CH:18]=1)=[CH:16][CH:15]=[CH:14][CH:13]=2)(=[O:8])[C:2]1[CH:7]=[CH:6][CH:5]=[CH:4][CH:3]=1.